Task: Regression. Given two drug SMILES strings and cell line genomic features, predict the synergy score measuring deviation from expected non-interaction effect.. Dataset: Merck oncology drug combination screen with 23,052 pairs across 39 cell lines (1) Drug 1: CC1CC2C3CCC4=CC(=O)C=CC4(C)C3(F)C(O)CC2(C)C1(O)C(=O)CO. Synergy scores: synergy=6.29. Cell line: A375. Drug 2: N#Cc1ccc(Cn2cncc2CN2CCN(c3cccc(Cl)c3)C(=O)C2)cc1. (2) Drug 1: O=C(O)C1(Cc2cccc(Nc3nccs3)n2)CCC(Oc2cccc(Cl)c2F)CC1. Drug 2: Cc1nc(Nc2ncc(C(=O)Nc3c(C)cccc3Cl)s2)cc(N2CCN(CCO)CC2)n1. Cell line: NCIH1650. Synergy scores: synergy=30.6.